Dataset: Peptide-MHC class II binding affinity with 134,281 pairs from IEDB. Task: Regression. Given a peptide amino acid sequence and an MHC pseudo amino acid sequence, predict their binding affinity value. This is MHC class II binding data. (1) The peptide sequence is KGLHHLQIILSGKMA. The MHC is DRB1_0405 with pseudo-sequence DRB1_0405. The binding affinity (normalized) is 0.898. (2) The binding affinity (normalized) is 0.343. The MHC is DRB1_0802 with pseudo-sequence DRB1_0802. The peptide sequence is MILVGVIMMFLSLGV. (3) The MHC is HLA-DPA10201-DPB11401 with pseudo-sequence HLA-DPA10201-DPB11401. The binding affinity (normalized) is 0.267. The peptide sequence is SSCEVALSYYPTPLA.